This data is from Reaction yield outcomes from USPTO patents with 853,638 reactions. The task is: Predict the reaction yield, written as a fraction of the theoretical maximum amount of product (1.0 means a 100% yield; for example, 0.34 means a 34% yield). (1) The reactants are [N:1]1[C:8](Cl)=[N:7][C:5](Cl)=[N:4][C:2]=1Cl.[F:10][C:11]1C=C(C=CC=1N)OC.CC[N:22]([CH:26]([CH3:28])[CH3:27])C(C)C.[CH:29]1([NH2:36])[CH2:35][CH2:34][CH2:33][CH2:32][CH2:31][CH2:30]1.[CH3:37][N:38]([CH3:42])[CH2:39][CH2:40][NH2:41].[C:43]([O:46][CH2:47][CH3:48])(=O)C. The catalyst is CC#N. The product is [CH:29]1([NH:36][C:2]2[N:4]=[C:5]([NH:41][CH2:40][CH2:39][N:38]([CH3:42])[CH3:37])[N:7]=[C:8]([NH:22][C:26]3[CH:27]=[CH:48][C:47]([O:46][CH3:43])=[C:11]([F:10])[CH:28]=3)[N:1]=2)[CH2:35][CH2:34][CH2:33][CH2:32][CH2:31][CH2:30]1. The yield is 0.280. (2) The yield is 0.928. The catalyst is C(Cl)(Cl)Cl. The reactants are [F:1][C:2]([F:17])([F:16])[CH:3]([C:12]([F:15])([F:14])[F:13])[O:4][CH2:5][CH2:6][CH2:7][S:8](Cl)(=[O:10])=[O:9].[CH3:18][N:19]([CH2:21][CH2:22][CH2:23][NH2:24])[CH3:20]. The product is [CH3:18][N:19]([CH3:20])[CH2:21][CH2:22][CH2:23][NH:24][S:8]([CH2:7][CH2:6][CH2:5][O:4][CH:3]([C:12]([F:15])([F:14])[F:13])[C:2]([F:17])([F:16])[F:1])(=[O:10])=[O:9].